Dataset: Full USPTO retrosynthesis dataset with 1.9M reactions from patents (1976-2016). Task: Predict the reactants needed to synthesize the given product. (1) Given the product [Cl:1][C:2]1[C:3]([NH:10][C:11]([C:13]2[C:14](=[O:26])[N:15]([C:20]3[CH:21]=[CH:22][CH:23]=[CH:24][CH:25]=3)[N:16]([CH3:19])[C:17]=2[CH3:18])=[O:12])=[CH:4][C:5]([F:9])=[C:6]([CH:7]=1)[O:8][C:34]1[CH:39]=[CH:38][N:37]=[C:36]([C:40]([NH2:42])=[O:41])[CH:35]=1, predict the reactants needed to synthesize it. The reactants are: [Cl:1][C:2]1[CH:7]=[C:6]([OH:8])[C:5]([F:9])=[CH:4][C:3]=1[NH:10][C:11]([C:13]1[C:14](=[O:26])[N:15]([C:20]2[CH:25]=[CH:24][CH:23]=[CH:22][CH:21]=2)[N:16]([CH3:19])[C:17]=1[CH3:18])=[O:12].CC([O-])(C)C.[K+].Cl[C:34]1[CH:39]=[CH:38][N:37]=[C:36]([C:40]([NH2:42])=[O:41])[CH:35]=1.O. (2) Given the product [CH3:1][O:2][C:3](=[O:16])[C@@H:4]([NH:15][C:30](=[O:31])[C@@H:29]([NH:33][C:34]([O:36][CH2:37][CH:38]1[C:39]2[CH:40]=[CH:41][CH:42]=[CH:43][C:44]=2[C:45]2[C:50]1=[CH:49][CH:48]=[CH:47][CH:46]=2)=[O:35])[CH2:28][CH2:27][CH2:26][CH2:25][NH:24][C:22]([O:21][C:17]([CH3:20])([CH3:19])[CH3:18])=[O:23])[CH2:5][C:6]1[C:14]2[C:9](=[CH:10][CH:11]=[CH:12][CH:13]=2)[NH:8][CH:7]=1, predict the reactants needed to synthesize it. The reactants are: [CH3:1][O:2][C:3](=[O:16])[C@@H:4]([NH2:15])[CH2:5][C:6]1[C:14]2[C:9](=[CH:10][CH:11]=[CH:12][CH:13]=2)[NH:8][CH:7]=1.[C:17]([O:21][C:22]([NH:24][CH2:25][CH2:26][CH2:27][CH2:28][C@H:29]([NH:33][C:34]([O:36][CH2:37][CH:38]1[C:50]2[CH:49]=[CH:48][CH:47]=[CH:46][C:45]=2[C:44]2[C:39]1=[CH:40][CH:41]=[CH:42][CH:43]=2)=[O:35])[C:30](O)=[O:31])=[O:23])([CH3:20])([CH3:19])[CH3:18]. (3) Given the product [Cl:22][C:10]1[C:11]([OH:13])=[N:12][C:7]([S:6][CH2:5][C:4]2[CH:19]=[CH:20][CH:21]=[C:2]([Cl:1])[CH:3]=2)=[N:8][C:9]=1[NH:14][C@H:15]([CH3:18])[CH2:16][OH:17], predict the reactants needed to synthesize it. The reactants are: [Cl:1][C:2]1[CH:3]=[C:4]([CH:19]=[CH:20][CH:21]=1)[CH2:5][S:6][C:7]1[N:12]=[C:11]([OH:13])[CH:10]=[C:9]([NH:14][C@H:15]([CH3:18])[CH2:16][OH:17])[N:8]=1.[Cl:22]NC(=O)CCC(N)=O. (4) The reactants are: [Br:1][C:2]1[CH:26]=[CH:25][C:5]([C:6]([CH:8]2[C:12](=[O:13])[NH:11][C:10]([C:14]3[CH:19]=[CH:18][CH:17]=[CH:16][CH:15]=3)=[C:9]2[C:20](OCC)=[O:21])=[O:7])=[CH:4][CH:3]=1. Given the product [Br:1][C:2]1[CH:3]=[CH:4][C:5]([C:6]2[O:7][C:20](=[O:21])[C:9]3[C:8]=2[C:12](=[O:13])[NH:11][C:10]=3[C:14]2[CH:15]=[CH:16][CH:17]=[CH:18][CH:19]=2)=[CH:25][CH:26]=1, predict the reactants needed to synthesize it. (5) Given the product [OH:1][CH2:2][CH2:3][CH2:4][C:5]1[CH:6]=[CH:7][C:8]([O:11][CH2:13][C:14]2[CH:23]=[CH:22][CH:21]=[CH:20][C:15]=2[C:16]([O:18][CH3:19])=[O:17])=[CH:9][CH:10]=1, predict the reactants needed to synthesize it. The reactants are: [OH:1][CH2:2][CH2:3][CH2:4][C:5]1[CH:10]=[CH:9][C:8]([OH:11])=[CH:7][CH:6]=1.Br[CH2:13][C:14]1[CH:23]=[CH:22][CH:21]=[CH:20][C:15]=1[C:16]([O:18][CH3:19])=[O:17].C(=O)([O-])[O-].[K+].[K+].C(O)C(N)(CO)CO.